Dataset: Forward reaction prediction with 1.9M reactions from USPTO patents (1976-2016). Task: Predict the product of the given reaction. Given the reactants O[CH:2]=[C:3]1[C:11]2[C:6](=[CH:7][C:8]([C:12]([C:14]3[CH:19]=[CH:18][C:17]([NH:20][C:21]([C:23]4[S:24][CH:25]=[CH:26][CH:27]=4)=[O:22])=[CH:16][CH:15]=3)=[O:13])=[CH:9][CH:10]=2)[NH:5][C:4]1=[O:28].[NH2:29][C:30]1[CH:31]=[CH:32][C:33]([CH3:37])=[C:34]([OH:36])[CH:35]=1, predict the reaction product. The product is: [OH:36][C:34]1[CH:35]=[C:30]([NH:29][CH:2]=[C:3]2[C:11]3[C:6](=[CH:7][C:8]([C:12]([C:14]4[CH:19]=[CH:18][C:17]([NH:20][C:21]([C:23]5[S:24][CH:25]=[CH:26][CH:27]=5)=[O:22])=[CH:16][CH:15]=4)=[O:13])=[CH:9][CH:10]=3)[NH:5][C:4]2=[O:28])[CH:31]=[CH:32][C:33]=1[CH3:37].